This data is from Catalyst prediction with 721,799 reactions and 888 catalyst types from USPTO. The task is: Predict which catalyst facilitates the given reaction. (1) Reactant: [Cl:1][C:2]1[CH:7]=[CH:6][C:5]([C:8]2[N:12]([CH3:13])[C:11]([C:14](O)=[O:15])=[C:10]([C:17]3[CH:22]=[CH:21][C:20]([S:23](=[O:26])(=[O:25])[NH2:24])=[CH:19][CH:18]=3)[C:9]=2[CH3:27])=[CH:4][CH:3]=1.C1C=CC2N(O)N=NC=2C=1.Cl.[CH3:39][NH:40][O:41][CH3:42].C(Cl)CCl.C(N(CC)CC)C. Product: [Cl:1][C:2]1[CH:3]=[CH:4][C:5]([C:8]2[N:12]([CH3:13])[C:11]([C:14]([N:40]([O:41][CH3:42])[CH3:39])=[O:15])=[C:10]([C:17]3[CH:18]=[CH:19][C:20]([S:23](=[O:25])(=[O:26])[NH2:24])=[CH:21][CH:22]=3)[C:9]=2[CH3:27])=[CH:6][CH:7]=1. The catalyst class is: 39. (2) Reactant: [Cl:1][C:2]1[N:7]=[C:6]([NH:8][CH3:9])[C:5]([CH:10]=O)=[CH:4][N:3]=1.C[O:13][C:14](=O)[CH2:15][C:16]1[CH:21]=[CH:20][C:19]([C:22]2[CH:27]=[CH:26][N:25]=[C:24]([C:28](=[O:31])[NH:29][CH3:30])[CH:23]=2)=[CH:18][C:17]=1[Cl:32].C1CCN2C(=NCCC2)CC1.O. Product: [Cl:32][C:17]1[CH:18]=[C:19]([C:22]2[CH:27]=[CH:26][N:25]=[C:24]([C:28]([NH:29][CH3:30])=[O:31])[CH:23]=2)[CH:20]=[CH:21][C:16]=1[C:15]1[C:14](=[O:13])[N:8]([CH3:9])[C:6]2[N:7]=[C:2]([Cl:1])[N:3]=[CH:4][C:5]=2[CH:10]=1. The catalyst class is: 16.